From a dataset of Reaction yield outcomes from USPTO patents with 853,638 reactions. Predict the reaction yield, written as a fraction of the theoretical maximum amount of product (1.0 means a 100% yield; for example, 0.34 means a 34% yield). (1) The reactants are [NH:1]1[CH2:4][CH:3]([C:5]([N:7]2[CH2:13][CH2:12][CH2:11][N:10]([CH:14]3[CH2:17][CH2:16][CH2:15]3)[CH2:9][CH2:8]2)=[O:6])[CH2:2]1.C(N(C(C)C)CC)(C)C.[C:27](OC(=O)C)(=[O:29])[CH3:28]. The catalyst is ClCCl. The product is [C:27]([N:1]1[CH2:2][CH:3]([C:5]([N:7]2[CH2:13][CH2:12][CH2:11][N:10]([CH:14]3[CH2:17][CH2:16][CH2:15]3)[CH2:9][CH2:8]2)=[O:6])[CH2:4]1)(=[O:29])[CH3:28]. The yield is 0.300. (2) The reactants are [C:1]([C:3]1[CH:4]=[C:5]([CH2:9][CH2:10][S:11][C:12]2[C:17]([C:18]([NH:20][CH:21]3[CH2:26][CH2:25][CH2:24][CH2:23][CH2:22]3)=[O:19])=[CH:16][CH:15]=[CH:14][N:13]=2)[CH:6]=[CH:7][CH:8]=1)#[N:2].C([O-])(O)=[O:28].[Na+]. No catalyst specified. The product is [C:1]([C:3]1[CH:4]=[C:5]([CH2:9][CH2:10][S:11][C:12]2[C:17]([C:18]([NH:20][CH:21]3[CH2:26][CH2:25][CH2:24][CH2:23][CH2:22]3)=[O:19])=[CH:16][CH:15]=[CH:14][N:13]=2)[CH:6]=[CH:7][CH:8]=1)(=[O:28])[NH2:2]. The yield is 0.900. (3) The reactants are [H-].[Na+].[C:3]([O:13][C:14]([CH3:17])([CH3:16])[CH3:15])(=[O:12])[CH2:4][C:5]([O:7][C:8]([CH3:11])([CH3:10])[CH3:9])=[O:6].Br[CH2:19][C:20]1[C:21](=[O:39])[N:22]([CH2:35][CH:36]2[CH2:38][CH2:37]2)[N:23]=[C:24]([C:26]2[CH:31]=[CH:30][C:29]([O:32][CH3:33])=[C:28]([F:34])[CH:27]=2)[CH:25]=1.O. The catalyst is CN(C)C=O. The product is [CH:36]1([CH2:35][N:22]2[C:21](=[O:39])[C:20]([CH2:19][CH:4]([C:5]([O:7][C:8]([CH3:9])([CH3:10])[CH3:11])=[O:6])[C:3]([O:13][C:14]([CH3:17])([CH3:16])[CH3:15])=[O:12])=[CH:25][C:24]([C:26]3[CH:31]=[CH:30][C:29]([O:32][CH3:33])=[C:28]([F:34])[CH:27]=3)=[N:23]2)[CH2:38][CH2:37]1. The yield is 0.618. (4) The reactants are [CH2:1]([C:8]1[CH:13]=[CH:12][CH:11]=[C:10](Br)[CH:9]=1)[C:2]1[CH:7]=[CH:6][CH:5]=[CH:4][CH:3]=1.[Li]CCCC.CN([CH:23]=[O:24])C.O. The catalyst is C1COCC1. The product is [C:2]1([CH2:1][C:8]2[CH:9]=[C:10]([CH:11]=[CH:12][CH:13]=2)[CH:23]=[O:24])[CH:7]=[CH:6][CH:5]=[CH:4][CH:3]=1. The yield is 0.990. (5) The reactants are [CH2:1]([N:3]1[C:7]2[N:8]=[C:9]([C:18]3[CH:23]=[CH:22][C:21]([NH:24][C:25](=[O:36])[NH:26][C:27]4[CH:35]=[CH:34][C:30]([C:31](O)=[O:32])=[CH:29][CH:28]=4)=[CH:20][CH:19]=3)[N:10]=[C:11]([N:12]3[CH2:17][CH2:16][O:15][CH2:14][CH2:13]3)[C:6]=2[N:5]=[N:4]1)[CH3:2].[CH3:37][N:38]([CH3:40])[NH2:39].CCN(CC)CC.C1C=CC2N(O)N=NC=2C=1.CCN=C=NCCCN(C)C. The catalyst is C1COCC1. The product is [CH3:37][N:38]([CH3:40])[NH:39][C:31]([C:30]1[CH:29]=[CH:28][C:27]([NH:26][C:25]([NH:24][C:21]2[CH:20]=[CH:19][C:18]([C:9]3[N:10]=[C:11]([N:12]4[CH2:17][CH2:16][O:15][CH2:14][CH2:13]4)[C:6]4[N:5]=[N:4][N:3]([CH2:1][CH3:2])[C:7]=4[N:8]=3)=[CH:23][CH:22]=2)=[O:36])=[CH:35][CH:34]=1)=[O:32]. The yield is 0.100.